This data is from Catalyst prediction with 721,799 reactions and 888 catalyst types from USPTO. The task is: Predict which catalyst facilitates the given reaction. Reactant: [C:1]1([CH2:7][C:8](Cl)=[O:9])[CH:6]=[CH:5][CH:4]=[CH:3][CH:2]=1.[Cl:11][C:12]1[CH:17]=[CH:16][C:15]([NH:18][CH2:19][C:20]([C:22]2[CH:27]=[CH:26][CH:25]=[CH:24][CH:23]=2)=[O:21])=[CH:14][CH:13]=1. Product: [Cl:11][C:12]1[CH:13]=[CH:14][C:15]([N:18]([CH2:19][C:20](=[O:21])[C:22]2[CH:23]=[CH:24][CH:25]=[CH:26][CH:27]=2)[C:8](=[O:9])[CH2:7][C:1]2[CH:6]=[CH:5][CH:4]=[CH:3][CH:2]=2)=[CH:16][CH:17]=1. The catalyst class is: 1.